This data is from Full USPTO retrosynthesis dataset with 1.9M reactions from patents (1976-2016). The task is: Predict the reactants needed to synthesize the given product. (1) Given the product [C:49]([O:65][C:64]([N:12]1[CH2:13][C@H:14]([OH:16])[CH2:15][C@@H:11]1[C:10]([OH:9])=[O:92])=[O:86])([CH3:48])([CH3:50])[CH3:54].[NH2:63][C@@H:62]([CH2:61][C:60]1[CH:87]=[C:88]([F:90])[CH:89]=[C:58]([F:57])[CH:59]=1)[C@@H:66]([C@H:67]1[CH2:72][CH2:71][CH2:70][CH2:69][N:68]1[CH:73]([C:80]1[CH:81]=[CH:82][CH:83]=[CH:84][CH:85]=1)[C:74]1[CH:79]=[CH:78][CH:77]=[CH:76][CH:75]=1)[OH:65], predict the reactants needed to synthesize it. The reactants are: FC1C=C(C=C(F)C=1)C[C@H]1[C@@H:10]([C@H:11]2[CH2:15][C@@H:14]([O:16]CC=C)[CH2:13][NH:12]2)[O:9]C(=O)N1.N[C@@H]([CH2:48][C:49]1[CH:54]=C(F)C=C(F)[CH:50]=1)[C@@H]([C@H]1CCCCN1[CH:48](C1C=CC=CC=1)[C:49]1[CH:54]=CC=C[CH:50]=1)O.[F:57][C:58]1[CH:59]=[C:60]([CH:87]=[C:88]([F:90])[CH:89]=1)[CH2:61][C@H:62]1[C@@H:66]([C@H:67]2[CH2:72][CH2:71][CH2:70][CH2:69][N:68]2[CH:73]([C:80]2[CH:85]=[CH:84][CH:83]=[CH:82][CH:81]=2)[C:74]2[CH:79]=[CH:78][CH:77]=[CH:76][CH:75]=2)[O:65][C:64](=[O:86])[NH:63]1.[Li+].[OH-:92].Cl. (2) Given the product [Cl:1][C:2]1[CH:7]=[CH:6][N:5]=[C:4]([CH2:8][OH:9])[CH:3]=1, predict the reactants needed to synthesize it. The reactants are: [Cl:1][C:2]1[CH:7]=[CH:6][N:5]=[C:4]([C:8](OCC)=[O:9])[CH:3]=1.C(O)C.[BH4-].[Na+].Cl. (3) Given the product [F:1][C:2]1[C:7]([F:8])=[CH:6][CH:5]=[CH:4][C:3]=1[C:9]1([O:14][CH3:15])[CH2:13][CH2:12][N:11]([CH2:24][CH2:25][CH3:26])[CH2:10]1, predict the reactants needed to synthesize it. The reactants are: [F:1][C:2]1[C:7]([F:8])=[CH:6][CH:5]=[CH:4][C:3]=1[C:9]1([O:14][CH3:15])[CH2:13][CH2:12][NH:11][CH2:10]1.C(N(CC)CC)C.I[CH2:24][CH2:25][CH3:26].O. (4) The reactants are: [O:1]1[CH:3]2[CH2:4][CH2:5][C:6]3[C:11]([CH:2]12)=[CH:10][CH:9]=[CH:8][CH:7]=3.[C:12]([O:16][C:17]([N:19]1[CH2:25][CH2:24][CH2:23][NH:22][CH2:21][CH2:20]1)=[O:18])([CH3:15])([CH3:14])[CH3:13]. Given the product [OH:1][C@@H:3]1[CH2:4][CH2:5][C:6]2[C:11](=[CH:10][CH:9]=[CH:8][CH:7]=2)[C@H:2]1[N:22]1[CH2:23][CH2:24][CH2:25][N:19]([C:17]([O:16][C:12]([CH3:15])([CH3:14])[CH3:13])=[O:18])[CH2:20][CH2:21]1, predict the reactants needed to synthesize it.